Dataset: M1 muscarinic receptor antagonist screen with 61,756 compounds. Task: Binary Classification. Given a drug SMILES string, predict its activity (active/inactive) in a high-throughput screening assay against a specified biological target. (1) The molecule is o1c2c(cc(c1=O)C(=O)NC)cccc2OC. The result is 0 (inactive). (2) The compound is s1c(NC(=O)c2ocnc2C)ncc1. The result is 0 (inactive). (3) The molecule is O=C1N(C(C)C)C(=O)NC(=O)C21Cc1c(N(C2)C)ccc(c1)C. The result is 0 (inactive). (4) The drug is O=C(Nc1c(CC)cccc1CC)CN1CCN(CC1)c1ccccc1. The result is 0 (inactive). (5) The molecule is O(CC(=O)N(CC)CC)c1ccc(c2ccccc2)cc1. The result is 0 (inactive).